Task: Regression/Classification. Given a drug SMILES string, predict its absorption, distribution, metabolism, or excretion properties. Task type varies by dataset: regression for continuous measurements (e.g., permeability, clearance, half-life) or binary classification for categorical outcomes (e.g., BBB penetration, CYP inhibition). Dataset: cyp1a2_veith.. Dataset: CYP1A2 inhibition data for predicting drug metabolism from PubChem BioAssay (1) The drug is COCCNc1nc(-c2ccoc2)nc2ccccc12. The result is 1 (inhibitor). (2) The molecule is Cc1[nH]c2ccccc2c1-c1cc(-c2cc(-c3c(C)[nH]c4ccccc34)nc(N)n2)nc(N)n1. The result is 1 (inhibitor).